This data is from Forward reaction prediction with 1.9M reactions from USPTO patents (1976-2016). The task is: Predict the product of the given reaction. (1) Given the reactants Br[C:2]1[N:19]([CH2:20][C@H:21]2[CH2:26][CH2:25][C@H:24]([CH3:27])[CH2:23][CH2:22]2)[C:5]2[C:6]([C:12]3[CH:13]=[N:14][CH:15]=[C:16]([Cl:18])[CH:17]=3)=[N:7][C:8]([C:10]#[N:11])=[CH:9][C:4]=2[N:3]=1.[CH3:28][CH:29]([C@H:31]1[NH:35][CH2:34][C@H:33]([OH:36])[CH2:32]1)[CH3:30].[F-].[K+].C(N(CC)C(C)C)(C)C, predict the reaction product. The product is: [Cl:18][C:16]1[CH:17]=[C:12]([C:6]2[C:5]3[N:19]([CH2:20][C@H:21]4[CH2:26][CH2:25][C@H:24]([CH3:27])[CH2:23][CH2:22]4)[C:2]([N:35]4[CH2:34][C@H:33]([OH:36])[CH2:32][C@H:31]4[CH:29]([CH3:30])[CH3:28])=[N:3][C:4]=3[CH:9]=[C:8]([C:10]#[N:11])[N:7]=2)[CH:13]=[N:14][CH:15]=1. (2) Given the reactants [NH2:1][CH2:2][CH2:3][OH:4].F[C:6]1[CH:11]=[CH:10][C:9]([C:12]([F:15])([F:14])[F:13])=[CH:8][C:7]=1[N+:16]([O-:18])=[O:17], predict the reaction product. The product is: [N+:16]([C:7]1[CH:8]=[C:9]([C:12]([F:13])([F:14])[F:15])[CH:10]=[CH:11][C:6]=1[NH:1][CH2:2][CH2:3][OH:4])([O-:18])=[O:17]. (3) Given the reactants [NH2:1][C:2]1[CH:10]=[C:9]([O:11][CH3:12])[C:8]([O:13][CH2:14][C:15]2[CH:20]=[CH:19][CH:18]=[CH:17][CH:16]=2)=[CH:7][C:3]=1[C:4]([NH2:6])=O.[CH2:21]([O:23]C(OCC)OCC)C, predict the reaction product. The product is: [CH3:12][O:11][C:9]1[CH:10]=[C:2]2[C:3]([CH:4]=[N:6][C:21](=[O:23])[NH:1]2)=[CH:7][C:8]=1[O:13][CH2:14][C:15]1[CH:20]=[CH:19][CH:18]=[CH:17][CH:16]=1.